This data is from Reaction yield outcomes from USPTO patents with 853,638 reactions. The task is: Predict the reaction yield, written as a fraction of the theoretical maximum amount of product (1.0 means a 100% yield; for example, 0.34 means a 34% yield). (1) The reactants are [N:1](/[C:4](=[CH:8]\[C:9]1[S:10][CH:11]=[C:12]([Br:14])[CH:13]=1)/[C:5]([O-:7])=[O:6])=[N+]=[N-].[C:15]1(C)C(C)=CC=C[CH:20]=1. No catalyst specified. The product is [Br:14][C:12]1[C:13]2[NH:1][C:4]([C:5]([O:7][CH2:15][CH3:20])=[O:6])=[CH:8][C:9]=2[S:10][CH:11]=1. The yield is 0.723. (2) The reactants are [Na].ClC(Cl)(Cl)[C:4]([C:6]1[NH:7][CH:8]=[C:9]([I:11])[CH:10]=1)=[O:5].[CH3:14][OH:15]. No catalyst specified. The product is [CH3:14][O:15][C:4]([C:6]1[NH:7][CH:8]=[C:9]([I:11])[CH:10]=1)=[O:5]. The yield is 0.950. (3) The reactants are [C:1]([C:5]1[C:6]([OH:18])=[C:7]([CH:12]=[C:13]([N+:15]([O-:17])=[O:16])[CH:14]=1)[C:8]([O:10][CH3:11])=[O:9])([CH3:4])([CH3:3])[CH3:2].[C:19](=O)([O-])[O-].[K+].[K+].S(OC)(OC)(=O)=O. The catalyst is CC(C)=O. The product is [C:1]([C:5]1[C:6]([O:18][CH3:19])=[C:7]([CH:12]=[C:13]([N+:15]([O-:17])=[O:16])[CH:14]=1)[C:8]([O:10][CH3:11])=[O:9])([CH3:4])([CH3:2])[CH3:3]. The yield is 0.870.